This data is from Catalyst prediction with 721,799 reactions and 888 catalyst types from USPTO. The task is: Predict which catalyst facilitates the given reaction. (1) Reactant: [CH2:1]([N:3]1[CH2:8][CH2:7][N:6]([C:9]2[C:18]3[C:13](=[CH:14][CH:15]=[CH:16][CH:17]=3)[CH:12]=[C:11]([C:19]3[S:23][C:22]([CH:24]4OCCC[O:25]4)=[N:21][CH:20]=3)[N:10]=2)[CH2:5][CH2:4]1)[CH3:2].Cl.[OH-].[Na+]. Product: [CH2:1]([N:3]1[CH2:8][CH2:7][N:6]([C:9]2[C:18]3[C:13](=[CH:14][CH:15]=[CH:16][CH:17]=3)[CH:12]=[C:11]([C:19]3[S:23][C:22]([CH:24]=[O:25])=[N:21][CH:20]=3)[N:10]=2)[CH2:5][CH2:4]1)[CH3:2]. The catalyst class is: 7. (2) Reactant: C[O:2][C:3](=[O:27])[CH2:4][C:5]1[N:6]=[C:7]([C:11]2[CH:12]=[N:13][C:14]([C:17]3[CH:22]=[CH:21][C:20]([S:23]([CH3:26])(=[O:25])=[O:24])=[CH:19][CH:18]=3)=[CH:15][CH:16]=2)[O:8][C:9]=1[CH3:10].[OH-].[Na+:29]. Product: [CH3:26][S:23]([C:20]1[CH:19]=[CH:18][C:17]([C:14]2[N:13]=[CH:12][C:11]([C:7]3[O:8][C:9]([CH3:10])=[C:5]([CH2:4][C:3]([O-:27])=[O:2])[N:6]=3)=[CH:16][CH:15]=2)=[CH:22][CH:21]=1)(=[O:24])=[O:25].[Na+:29]. The catalyst class is: 111. (3) The catalyst class is: 1. Product: [CH:43]1([C:42]2[C:38]([C@@H:33]([CH2:32][CH2:31][CH2:30][OH:29])[CH2:34][C:35]([O:37][C:17]([CH3:16])([CH3:18])[CH3:19])=[O:36])=[N:39][O:40][C:41]=2[CH:46]2[CH2:49][CH:48]([CH2:50][CH:51]([CH3:53])[CH3:52])[CH2:47]2)[CH2:44][CH2:45]1. Reactant: [F-].C([N+](C[CH2:16][CH2:17][CH3:18])(CCCC)CCCC)CCC.[C:19](O)(=O)C.O.C([Si](C1C=CC=CC=1)(C1C=CC=CC=1)[O:29][CH2:30][CH2:31][CH2:32][C@H:33]([C:38]1[C:42]([CH:43]2[CH2:45][CH2:44]2)=[C:41]([CH:46]2[CH2:49][CH:48]([CH2:50][CH:51]([CH3:53])[CH3:52])[CH2:47]2)[O:40][N:39]=1)[CH2:34][C:35]([O-:37])=[O:36])(C)(C)C. (4) Reactant: Cl.[NH2:2][C:3]1[C:11]([OH:12])=[C:10]2[C:6]([CH2:7][CH2:8][CH:9]2[CH2:13][CH2:14][NH:15][C:16](=[O:18])[CH3:17])=[CH:5][CH:4]=1.[CH2:19]([O:26][CH2:27][CH2:28][CH2:29][CH2:30][C:31](Cl)=[O:32])[C:20]1[CH:25]=[CH:24][CH:23]=[CH:22][CH:21]=1. Product: [C:16]([NH:15][CH2:14][CH2:13][CH:9]1[C:10]2[C:6](=[CH:5][CH:4]=[C:3]([NH:2][C:31](=[O:32])[CH2:30][CH2:29][CH2:28][CH2:27][O:26][CH2:19][C:20]3[CH:25]=[CH:24][CH:23]=[CH:22][CH:21]=3)[C:11]=2[OH:12])[CH2:7][CH2:8]1)(=[O:18])[CH3:17]. The catalyst class is: 17. (5) Product: [Br:1][C:2]1[C:3]([NH:9][CH:10]=[N:11][OH:16])=[N:4][C:5]([Br:8])=[CH:6][N:7]=1. The catalyst class is: 5. Reactant: [Br:1][C:2]1[C:3]([N:9]=[CH:10][N:11](C)C)=[N:4][C:5]([Br:8])=[CH:6][N:7]=1.Cl.N[OH:16]. (6) Reactant: [OH:1][CH:2]1[CH2:6][N:5]([C:7]([O:9][C:10]([CH3:13])([CH3:12])[CH3:11])=[O:8])[CH:4]([CH3:14])[CH2:3]1.C([O-])(O)=O.[Na+].CC(OI1(OC(C)=O)(OC(C)=O)OC(=O)C2C=CC=CC1=2)=O. Product: [CH3:14][CH:4]1[CH2:3][C:2](=[O:1])[CH2:6][N:5]1[C:7]([O:9][C:10]([CH3:11])([CH3:13])[CH3:12])=[O:8]. The catalyst class is: 2. (7) The catalyst class is: 3. Reactant: Cl.[CH2:2]([C:4]1[S:24][C:7]2[N:8]=[C:9]([S:18][CH2:19][C:20]([O:22][CH3:23])=[O:21])[N:10]=[C:11]([N:12]3[CH2:17][CH2:16][NH:15][CH2:14][CH2:13]3)[C:6]=2[CH:5]=1)[CH3:3].C(N(C(C)C)CC)(C)C.[C:34]1([CH3:43])[CH:39]=[CH:38][C:37]([C:40](Cl)=[O:41])=[CH:36][CH:35]=1. Product: [CH2:2]([C:4]1[S:24][C:7]2[N:8]=[C:9]([S:18][CH2:19][C:20]([O:22][CH3:23])=[O:21])[N:10]=[C:11]([N:12]3[CH2:17][CH2:16][N:15]([C:40](=[O:41])[C:37]4[CH:38]=[CH:39][C:34]([CH3:43])=[CH:35][CH:36]=4)[CH2:14][CH2:13]3)[C:6]=2[CH:5]=1)[CH3:3].